From a dataset of Forward reaction prediction with 1.9M reactions from USPTO patents (1976-2016). Predict the product of the given reaction. (1) The product is: [Cl:20][C:21]1[CH:22]=[C:23]([NH:24][C:2]2[CH:16]=[C:15]([CH:17]3[CH2:19][CH2:18]3)[C:5]([C:6]([NH:8][CH2:9][CH:10]3[CH2:14][CH2:13][CH2:12][CH2:11]3)=[O:7])=[CH:4][N:3]=2)[CH:25]=[CH:26][CH:27]=1. Given the reactants Cl[C:2]1[CH:16]=[C:15]([CH:17]2[CH2:19][CH2:18]2)[C:5]([C:6]([NH:8][CH2:9][CH:10]2[CH2:14][CH2:13][CH2:12][CH2:11]2)=[O:7])=[CH:4][N:3]=1.[Cl:20][C:21]1[CH:22]=[C:23]([CH:25]=[CH:26][CH:27]=1)[NH2:24], predict the reaction product. (2) Given the reactants [C:1]([O:5][C:6]([N:8]1[CH2:14][CH2:13][C:12]2[CH:15]=[C:16]([OH:22])[C:17]([N+:19]([O-:21])=[O:20])=[CH:18][C:11]=2[CH2:10][CH2:9]1)=[O:7])([CH3:4])([CH3:3])[CH3:2].CI.[C:25](=O)([O-])[O-].[K+].[K+].O, predict the reaction product. The product is: [C:1]([O:5][C:6]([N:8]1[CH2:14][CH2:13][C:12]2[CH:15]=[C:16]([O:22][CH3:25])[C:17]([N+:19]([O-:21])=[O:20])=[CH:18][C:11]=2[CH2:10][CH2:9]1)=[O:7])([CH3:4])([CH3:2])[CH3:3].